From a dataset of Reaction yield outcomes from USPTO patents with 853,638 reactions. Predict the reaction yield, written as a fraction of the theoretical maximum amount of product (1.0 means a 100% yield; for example, 0.34 means a 34% yield). (1) The reactants are [Br:1][C:2]1[N:7]=[CH:6][C:5]([OH:8])=[CH:4][C:3]=1[CH3:9].[H-].[Na+].[CH3:12]I. The catalyst is CN(C=O)C. The product is [Br:1][C:2]1[C:3]([CH3:9])=[CH:4][C:5]([O:8][CH3:12])=[CH:6][N:7]=1. The yield is 0.740. (2) The reactants are Cl[C:2]1[N:7]=[C:6]([C:8]2[N:12]3[CH:13]=[CH:14][CH:15]=[CH:16][C:11]3=[N:10][C:9]=2[C:17]2[CH:18]=[CH:19][C:20]([O:34][CH3:35])=[C:21]([CH:33]=2)[C:22]([NH:24][C:25]2[C:30]([F:31])=[CH:29][CH:28]=[CH:27][C:26]=2[F:32])=[O:23])[CH:5]=[CH:4][N:3]=1.[CH2:36]([C:38]1[C:39]([N:47]2[CH2:52][CH2:51][CH:50]([N:53]3[CH2:58][CH2:57][N:56]([S:59]([CH3:62])(=[O:61])=[O:60])[CH2:55][CH2:54]3)[CH2:49][CH2:48]2)=[CH:40][C:41]([O:45][CH3:46])=[C:42]([CH:44]=1)[NH2:43])[CH3:37].Cl.N. The catalyst is C(O)C(F)(F)F.CO. The product is [F:32][C:26]1[CH:27]=[CH:28][CH:29]=[C:30]([F:31])[C:25]=1[NH:24][C:22](=[O:23])[C:21]1[CH:33]=[C:17]([C:9]2[N:10]=[C:11]3[CH:16]=[CH:15][CH:14]=[CH:13][N:12]3[C:8]=2[C:6]2[CH:5]=[CH:4][N:3]=[C:2]([NH:43][C:42]3[CH:44]=[C:38]([CH2:36][CH3:37])[C:39]([N:47]4[CH2:48][CH2:49][CH:50]([N:53]5[CH2:54][CH2:55][N:56]([S:59]([CH3:62])(=[O:61])=[O:60])[CH2:57][CH2:58]5)[CH2:51][CH2:52]4)=[CH:40][C:41]=3[O:45][CH3:46])[N:7]=2)[CH:18]=[CH:19][C:20]=1[O:34][CH3:35]. The yield is 0.670.